The task is: Predict the reactants needed to synthesize the given product.. This data is from Full USPTO retrosynthesis dataset with 1.9M reactions from patents (1976-2016). (1) The reactants are: C(OC([N:11]1[CH2:16][CH2:15][CH:14](N2CCOC2=O)[CH2:13][CH2:12]1)=O)C1C=CC=CC=1.NO.[C:25](N1C=CN=C1)([N:27]1[CH:31]=[CH:30]N=C1)=[O:26]. Given the product [O:26]1[CH2:30][CH2:31][N:27]([N:11]2[CH2:12][CH2:13][CH2:14][CH2:15][CH2:16]2)[CH2:25]1, predict the reactants needed to synthesize it. (2) Given the product [Cl:8][C:9]1[C:18]([CH:19]2[O:33][N:32]=[C:26]([C:27]([O:29][CH2:30][CH3:31])=[O:28])[CH2:20]2)=[C:17]([S:21]([CH3:24])(=[O:23])=[O:22])[CH:16]=[CH:15][C:10]=1[C:11]([O:13][CH3:14])=[O:12], predict the reactants needed to synthesize it. The reactants are: C(N(CC)CC)C.[Cl:8][C:9]1[C:18]([CH:19]=[CH2:20])=[C:17]([S:21]([CH3:24])(=[O:23])=[O:22])[CH:16]=[CH:15][C:10]=1[C:11]([O:13][CH3:14])=[O:12].Cl[C:26](=[N:32][OH:33])[C:27]([O:29][CH2:30][CH3:31])=[O:28].O. (3) Given the product [Cl:8][CH2:9][CH2:10][CH2:11][C:12]([N:14]=[C:15]=[S:16])=[O:13].[Cl:8][CH2:9][CH2:10][CH2:11][C:12]([NH:14][C:15]([NH:36][C:35]1[CH:37]=[CH:38][C:32]([O:31][C:22]2[C:21]3[C:26](=[CH:27][C:28]([O:29][CH3:30])=[C:19]([O:18][CH3:17])[CH:20]=3)[N:25]=[CH:24][CH:2]=2)=[CH:33][C:34]=1[F:39])=[S:16])=[O:13], predict the reactants needed to synthesize it. The reactants are: Cl[CH2:2]CCC(Cl)=O.[Cl:8][CH2:9][CH2:10][CH2:11][C:12]([N:14]=[C:15]=[S:16])=[O:13].[CH3:17][O:18][C:19]1[CH:20]=[C:21]2[C:26](=[CH:27][C:28]=1[O:29][CH3:30])[N:25]=[CH:24]N=[C:22]2[O:31][C:32]1[CH:38]=[CH:37][C:35]([NH2:36])=[C:34]([F:39])[CH:33]=1.C1(C)C=CC=CC=1. (4) The reactants are: I[C:2]1[N:9]2[C:5]([S:6][C:7]([C:10]3[CH:11]=[C:12]([N:16]([CH3:18])[CH3:17])[CH:13]=[CH:14][CH:15]=3)=[N:8]2)=[N:4][CH:3]=1.CC1(C)C(C)(C)OB([C:27]2[CH:28]=[C:29]([C:34]([F:37])([F:36])[F:35])[C:30]([NH2:33])=[N:31][CH:32]=2)O1.C([O-])([O-])=O.[Na+].[Na+]. Given the product [CH3:17][N:16]([CH3:18])[C:12]1[CH:11]=[C:10]([C:7]2[S:6][C:5]3=[N:4][CH:3]=[C:2]([C:27]4[CH:28]=[C:29]([C:34]([F:37])([F:36])[F:35])[C:30]([NH2:33])=[N:31][CH:32]=4)[N:9]3[N:8]=2)[CH:15]=[CH:14][CH:13]=1, predict the reactants needed to synthesize it. (5) Given the product [C:25]([O:29][C:30]([N:32]1[CH2:40][CH2:39][CH:35]([C:36](=[O:37])[NH:1][C:2]2[CH:7]=[N:6][C:5]([O:8][C:9]3[CH:10]=[C:11]4[C:16](=[CH:17][CH:18]=3)[O:15][CH:14]([C:19]3[CH:20]=[CH:21][CH:22]=[CH:23][CH:24]=3)[CH2:13][CH2:12]4)=[CH:4][CH:3]=2)[CH2:34][CH2:33]1)=[O:31])([CH3:28])([CH3:27])[CH3:26], predict the reactants needed to synthesize it. The reactants are: [NH2:1][C:2]1[CH:3]=[CH:4][C:5]([O:8][C:9]2[CH:10]=[C:11]3[C:16](=[CH:17][CH:18]=2)[O:15][CH:14]([C:19]2[CH:24]=[CH:23][CH:22]=[CH:21][CH:20]=2)[CH2:13][CH2:12]3)=[N:6][CH:7]=1.[C:25]([O:29][C:30]([N:32]1[CH2:40][CH2:39][CH:35]([C:36](O)=[O:37])[CH2:34][CH2:33]1)=[O:31])([CH3:28])([CH3:27])[CH3:26].Cl.CN(C)CCCN=C=NCC. (6) Given the product [C:31]1([CH:27]([C:21]2[CH:22]=[CH:23][CH:24]=[CH:25][CH:26]=2)[CH2:28][CH2:29][NH:30][C:14]([C:13]2[CH:8]([C:4]3[CH:5]=[CH:6][CH:7]=[C:2]([Cl:1])[CH:3]=3)[NH:9][C:10](=[O:20])[NH:11][C:12]=2[CH2:17][O:18][CH3:19])=[O:16])[CH:32]=[CH:33][CH:34]=[CH:35][CH:36]=1, predict the reactants needed to synthesize it. The reactants are: [Cl:1][C:2]1[CH:3]=[C:4]([CH:8]2[C:13]([C:14]([OH:16])=O)=[C:12]([CH2:17][O:18][CH3:19])[NH:11][C:10](=[O:20])[NH:9]2)[CH:5]=[CH:6][CH:7]=1.[C:21]1([CH:27]([C:31]2[CH:36]=[CH:35][CH:34]=[CH:33][CH:32]=2)[CH2:28][CH2:29][NH2:30])[CH:26]=[CH:25][CH:24]=[CH:23][CH:22]=1.CCN=C=NCCCN(C)C.Cl. (7) The reactants are: Cl.[CH3:2][NH2:3].[C:4]([C:6]1[CH:11]=[CH:10][C:9]([S:12](Cl)(=[O:14])=[O:13])=[CH:8][CH:7]=1)#[N:5].Cl. Given the product [C:4]([C:6]1[CH:11]=[CH:10][C:9]([S:12]([NH:3][CH3:2])(=[O:14])=[O:13])=[CH:8][CH:7]=1)#[N:5], predict the reactants needed to synthesize it. (8) The reactants are: Br[CH2:2][CH2:3][CH2:4][CH2:5][O:6][C:7]1[CH:8]=[CH:9][N:10]2[C:14]([CH:15]=1)=[CH:13][CH:12]=[CH:11]2.[Cl:16][C:17]1[CH:22]=[CH:21][CH:20]=[CH:19][C:18]=1[N:23]1[CH2:28][CH2:27][NH:26][CH2:25][CH2:24]1. Given the product [Cl:16][C:17]1[CH:22]=[CH:21][CH:20]=[CH:19][C:18]=1[N:23]1[CH2:28][CH2:27][N:26]([CH2:2][CH2:3][CH2:4][CH2:5][O:6][C:7]2[CH:8]=[CH:9][N:10]3[C:14]([CH:15]=2)=[CH:13][CH:12]=[CH:11]3)[CH2:25][CH2:24]1, predict the reactants needed to synthesize it.